Dataset: NCI-60 drug combinations with 297,098 pairs across 59 cell lines. Task: Regression. Given two drug SMILES strings and cell line genomic features, predict the synergy score measuring deviation from expected non-interaction effect. (1) Cell line: MDA-MB-231. Synergy scores: CSS=51.1, Synergy_ZIP=1.79, Synergy_Bliss=-3.68, Synergy_Loewe=-74.1, Synergy_HSA=-10.9. Drug 1: COC1=NC(=NC2=C1N=CN2C3C(C(C(O3)CO)O)O)N. Drug 2: B(C(CC(C)C)NC(=O)C(CC1=CC=CC=C1)NC(=O)C2=NC=CN=C2)(O)O. (2) Drug 1: C1CCN(CC1)CCOC2=CC=C(C=C2)C(=O)C3=C(SC4=C3C=CC(=C4)O)C5=CC=C(C=C5)O. Drug 2: C(=O)(N)NO. Cell line: HOP-62. Synergy scores: CSS=-3.56, Synergy_ZIP=1.85, Synergy_Bliss=3.17, Synergy_Loewe=-0.831, Synergy_HSA=-0.797.